From a dataset of Reaction yield outcomes from USPTO patents with 853,638 reactions. Predict the reaction yield, written as a fraction of the theoretical maximum amount of product (1.0 means a 100% yield; for example, 0.34 means a 34% yield). (1) The product is [S:1]1[CH:5]=[CH:4][C:3]([C@@H:6]2[O:7][CH:11]=[N:10][C@H:12]2[C:13]([N:15]2[CH2:16][CH2:17][O:18][CH2:19][CH2:20]2)=[O:14])=[CH:2]1. The yield is 0.250. The catalyst is CO. The reactants are [S:1]1[CH:5]=[CH:4][C:3]([CH:6]=[O:7])=[CH:2]1.[OH-].[K+].[N+:10]([CH2:12][C:13]([N:15]1[CH2:20][CH2:19][O:18][CH2:17][CH2:16]1)=[O:14])#[C-:11]. (2) The reactants are [CH3:1][O:2][C:3]1[C:19]([N+:20]([O-])=O)=[CH:18][C:6]2[CH2:7][CH2:8][N:9]([CH2:12][CH2:13][NH:14][C:15](=[O:17])[CH3:16])[CH2:10][CH2:11][C:5]=2[CH:4]=1. The catalyst is CO.[Pd]. The product is [NH2:20][C:19]1[C:3]([O:2][CH3:1])=[CH:4][C:5]2[CH2:11][CH2:10][N:9]([CH2:12][CH2:13][NH:14][C:15](=[O:17])[CH3:16])[CH2:8][CH2:7][C:6]=2[CH:18]=1. The yield is 1.00.